From a dataset of Full USPTO retrosynthesis dataset with 1.9M reactions from patents (1976-2016). Predict the reactants needed to synthesize the given product. (1) The reactants are: [NH:1]1[C:6]2[CH:7]=[CH:8][CH:9]=[CH:10][C:5]=2[S:4][CH2:3][S:2]1(=[O:12])=[O:11].C([Li])CCC.Br[CH2:19][CH2:20][CH2:21][Cl:22]. Given the product [Cl:22][CH2:21][CH2:20][CH2:19][CH:3]1[S:4][C:5]2[CH:10]=[CH:9][CH:8]=[CH:7][C:6]=2[NH:1][S:2]1(=[O:11])=[O:12], predict the reactants needed to synthesize it. (2) Given the product [F:1][C:2]1[CH:33]=[C:32]([F:34])[CH:31]=[CH:30][C:3]=1[O:4][C:5]1[CH:10]=[CH:9][C:8]([CH2:11][S:12]([CH3:15])(=[O:13])=[O:14])=[CH:7][C:6]=1[C:16]1[C:24]2[CH:23]=[C:22]([CH2:25][CH3:26])[NH:21][C:20](=[O:27])[C:19]=2[N:18]([CH3:29])[CH:17]=1, predict the reactants needed to synthesize it. The reactants are: [F:1][C:2]1[CH:33]=[C:32]([F:34])[CH:31]=[CH:30][C:3]=1[O:4][C:5]1[CH:10]=[CH:9][C:8]([CH2:11][S:12]([CH3:15])(=[O:14])=[O:13])=[CH:7][C:6]=1[C:16]1[C:24]2[C:19](=[C:20]([O:27]C)[N:21]=[C:22]([CH2:25][CH3:26])[CH:23]=2)[N:18]([CH3:29])[CH:17]=1.Cl.O1CCOCC1. (3) Given the product [F:1][C:2]1[CH:7]=[C:6]([OH:8])[C:5]([F:10])=[CH:4][C:3]=1[C:11]1[CH:12]=[C:13]2[C:18](=[CH:19][CH:20]=1)[CH:17]=[C:16]([OH:21])[CH:15]=[CH:14]2, predict the reactants needed to synthesize it. The reactants are: [F:1][C:2]1[CH:7]=[C:6]([O:8]C)[C:5]([F:10])=[CH:4][C:3]=1[C:11]1[CH:20]=[CH:19][C:18]2[C:13](=[CH:14][CH:15]=[C:16]([O:21]C)[CH:17]=2)[CH:12]=1.B(Br)(Br)Br.